The task is: Predict the reactants needed to synthesize the given product.. This data is from Full USPTO retrosynthesis dataset with 1.9M reactions from patents (1976-2016). (1) Given the product [CH2:15]([O:14][C:12]([N:8]1[CH2:9][CH2:10][CH2:11][CH:6]([CH2:4][OH:3])[CH2:7]1)=[O:13])[C:16]1[CH:21]=[CH:20][CH:19]=[CH:18][CH:17]=1, predict the reactants needed to synthesize it. The reactants are: C([O:3][C:4]([CH:6]1[CH2:11][CH2:10][CH2:9][N:8]([C:12]([O:14][CH2:15][C:16]2[CH:21]=[CH:20][CH:19]=[CH:18][CH:17]=2)=[O:13])[CH2:7]1)=O)C.[H-].[Al+3].[Li+].[H-].[H-].[H-].O.[OH-].[Na+]. (2) Given the product [NH2:19][C:20]1[C:29]([C:13]2[CH:14]=[CH:15][C:10]([S:7]([N:4]3[CH2:5][CH2:6][O:1][CH2:2][CH2:3]3)(=[O:9])=[O:8])=[CH:11][CH:12]=2)=[N:28][C:27]([Br:31])=[CH:26][C:21]=1[C:22]([O:24][CH3:25])=[O:23], predict the reactants needed to synthesize it. The reactants are: [O:1]1[CH2:6][CH2:5][N:4]([S:7]([C:10]2[CH:15]=[CH:14][C:13](B(O)O)=[CH:12][CH:11]=2)(=[O:9])=[O:8])[CH2:3][CH2:2]1.[NH2:19][C:20]1[C:29](Br)=[N:28][C:27]([Br:31])=[CH:26][C:21]=1[C:22]([O:24][CH3:25])=[O:23].C(=O)([O-])[O-].[Na+].[Na+]. (3) Given the product [C:3]([CH:2]([CH:5]1[CH2:6][CH2:7][N:8]([O:11][CH3:12])[CH2:9][CH2:10]1)[NH:1][C:30](=[O:31])[CH2:29][C:22]1[C:21]([CH3:20])=[CH:26][C:25]([CH3:27])=[CH:24][C:23]=1[CH3:28])#[N:4], predict the reactants needed to synthesize it. The reactants are: [NH2:1][CH:2]([CH:5]1[CH2:10][CH2:9][N:8]([O:11][CH3:12])[CH2:7][CH2:6]1)[C:3]#[N:4].CCN(CC)CC.[CH3:20][C:21]1[CH:26]=[C:25]([CH3:27])[CH:24]=[C:23]([CH3:28])[C:22]=1[CH2:29][C:30](Cl)=[O:31].O. (4) The reactants are: Br[C:2]1[CH:3]=[N:4][C:5]([N:10]2[CH2:15][CH2:14][N:13]([C:16]3[O:17][C:18]([C:21]([F:24])([F:23])[F:22])=[N:19][N:20]=3)[CH2:12][CH2:11]2)=[C:6]([CH:9]=1)[C:7]#[N:8].C([O-])(=O)C.[K+].[B:30]1([B:30]2[O:34][C:33]([CH3:36])([CH3:35])[C:32]([CH3:38])([CH3:37])[O:31]2)[O:34][C:33]([CH3:36])([CH3:35])[C:32]([CH3:38])([CH3:37])[O:31]1. Given the product [CH3:37][C:32]1([CH3:38])[C:33]([CH3:36])([CH3:35])[O:34][B:30]([C:2]2[CH:3]=[N:4][C:5]([N:10]3[CH2:15][CH2:14][N:13]([C:16]4[O:17][C:18]([C:21]([F:24])([F:23])[F:22])=[N:19][N:20]=4)[CH2:12][CH2:11]3)=[C:6]([CH:9]=2)[C:7]#[N:8])[O:31]1, predict the reactants needed to synthesize it.